Dataset: Forward reaction prediction with 1.9M reactions from USPTO patents (1976-2016). Task: Predict the product of the given reaction. (1) Given the reactants Br[C:2]1[CH:3]=[C:4]2[C:8](=[CH:9][CH:10]=1)[CH2:7][C@H:6]([NH:11][S:12]([CH:15]([CH3:17])[CH3:16])(=[O:14])=[O:13])[CH2:5]2.[B:18]1([B:18]2[O:22][C:21]([CH3:24])([CH3:23])[C:20]([CH3:26])([CH3:25])[O:19]2)[O:22][C:21]([CH3:24])([CH3:23])[C:20]([CH3:26])([CH3:25])[O:19]1.C([O-])(=O)C.[K+], predict the reaction product. The product is: [CH3:25][C:20]1([CH3:26])[C:21]([CH3:24])([CH3:23])[O:22][B:18]([C:2]2[CH:3]=[C:4]3[C:8](=[CH:9][CH:10]=2)[CH2:7][C@H:6]([NH:11][S:12]([CH:15]([CH3:17])[CH3:16])(=[O:14])=[O:13])[CH2:5]3)[O:19]1. (2) Given the reactants [OH:1][CH2:2][C@H:3]1[CH2:7][CH2:6][C:5](=[O:8])[N:4]1[CH2:9][C:10]1[CH:15]=[CH:14][C:13]([CH2:16][C:17]([O:19][CH3:20])=[O:18])=[CH:12][CH:11]=1.CC(OI1(OC(C)=O)(OC(C)=O)OC(=O)C2C=CC=CC1=2)=O, predict the reaction product. The product is: [CH:2]([C@H:3]1[CH2:7][CH2:6][C:5](=[O:8])[N:4]1[CH2:9][C:10]1[CH:15]=[CH:14][C:13]([CH2:16][C:17]([O:19][CH3:20])=[O:18])=[CH:12][CH:11]=1)=[O:1]. (3) Given the reactants [Si:1]([O:8][CH:9]([C:22]1[O:23][C:24]([C:27]([OH:29])=[O:28])=[CH:25][N:26]=1)[CH2:10][CH2:11][CH2:12][CH2:13][CH2:14][CH2:15][C:16]1[CH:21]=[CH:20][CH:19]=[CH:18][CH:17]=1)([C:4]([CH3:7])([CH3:6])[CH3:5])([CH3:3])[CH3:2].[C:30]1(C)C=CC=CC=1.[Si](C=[N+]=[N-])(C)(C)C.C(O)(=O)C, predict the reaction product. The product is: [O:8]([CH:9]([C:22]1[O:23][C:24]([C:27]([O:29][CH3:30])=[O:28])=[CH:25][N:26]=1)[CH2:10][CH2:11][CH2:12][CH2:13][CH2:14][CH2:15][C:16]1[CH:21]=[CH:20][CH:19]=[CH:18][CH:17]=1)[Si:1]([C:4]([CH3:7])([CH3:5])[CH3:6])([CH3:2])[CH3:3]. (4) Given the reactants Br[C:2]1[CH:11]=[N:10][C:9]2[C:8]([N:12]3[CH2:17][CH2:16][O:15][CH2:14][CH2:13]3)=[N:7][C:6]([Cl:18])=[N:5][C:4]=2[CH:3]=1.[NH2:19][C:20]1[CH:21]=[C:22](B(O)O)[CH:23]=[CH:24][CH:25]=1.C(=O)([O-])[O-].[Na+].[Na+].C(O)C, predict the reaction product. The product is: [Cl:18][C:6]1[N:7]=[C:8]([N:12]2[CH2:17][CH2:16][O:15][CH2:14][CH2:13]2)[C:9]2[N:10]=[CH:11][C:2]([C:24]3[CH:25]=[C:20]([CH:21]=[CH:22][CH:23]=3)[NH2:19])=[CH:3][C:4]=2[N:5]=1. (5) Given the reactants [CH3:1][NH:2][C:3](=[O:15])[C:4]1[CH:9]=[CH:8][CH:7]=[C:6]([C:10]2[O:14][CH:13]=[N:12][CH:11]=2)[CH:5]=1.[Li]CCCC.[Cl:21]C(Cl)(Cl)C(Cl)(Cl)Cl, predict the reaction product. The product is: [Cl:21][C:13]1[O:14][C:10]([C:6]2[CH:5]=[C:4]([CH:9]=[CH:8][CH:7]=2)[C:3]([NH:2][CH3:1])=[O:15])=[CH:11][N:12]=1. (6) Given the reactants [Br:1][C:2]1[CH:8]=[CH:7][C:5](N)=[C:4]([O:9][CH3:10])[CH:3]=1.N([O-])=O.[Na+].[I-:15].[K+].Br.C(=O)([O-])[O-].[Na+].[Na+], predict the reaction product. The product is: [Br:1][C:2]1[CH:8]=[CH:7][C:5]([I:15])=[C:4]([O:9][CH3:10])[CH:3]=1. (7) Given the reactants [H-].[Na+].[Cl:3][C:4]1[CH:9]=[CH:8][CH:7]=[CH:6][C:5]=1[OH:10].Br[CH2:12][CH:13]=[CH2:14].[Cl-].[NH4+], predict the reaction product. The product is: [Cl:3][C:4]1[CH:9]=[CH:8][CH:7]=[CH:6][C:5]=1[O:10][CH2:14][CH:13]=[CH2:12].